Dataset: Forward reaction prediction with 1.9M reactions from USPTO patents (1976-2016). Task: Predict the product of the given reaction. (1) Given the reactants [Cl:1][C:2]1[C:3]([C:12]2[CH:17]=[CH:16][C:15]([NH2:18])=[CH:14][CH:13]=2)=[CH:4][C:5]2[O:9][C:8]([CH3:10])=[N:7][C:6]=2[CH:11]=1.[F:19][C:20]1[CH:28]=[CH:27][CH:26]=[CH:25][C:21]=1[C:22](Cl)=[O:23].CCN(C(C)C)C(C)C.C([O-])(O)=O.[Na+].C(Cl)Cl, predict the reaction product. The product is: [Cl:1][C:2]1[C:3]([C:12]2[CH:17]=[CH:16][C:15]([NH:18][C:22]([C:21]3[CH:25]=[CH:26][CH:27]=[CH:28][C:20]=3[F:19])=[O:23])=[CH:14][CH:13]=2)=[CH:4][C:5]2[O:9][C:8]([CH3:10])=[N:7][C:6]=2[CH:11]=1. (2) Given the reactants [N+:1]([C:4]1[CH:9]=[CH:8][C:7]([N:10]2[CH2:15][CH2:14][O:13][CH2:12][C:11]2=[O:16])=[CH:6][CH:5]=1)([O-])=O, predict the reaction product. The product is: [NH2:1][C:4]1[CH:5]=[CH:6][C:7]([N:10]2[CH2:15][CH2:14][O:13][CH2:12][C:11]2=[O:16])=[CH:8][CH:9]=1. (3) Given the reactants [CH3:1][O:2][C:3]1[CH:8]=[CH:7][C:6]([S:9][CH2:10][CH2:11][NH:12][CH:13]=[O:14])=[CH:5][CH:4]=1.C=O.[C:17]1(C)C=CC(S(O)(=O)=O)=CC=1, predict the reaction product. The product is: [CH3:1][O:2][C:3]1[CH:8]=[CH:7][C:6]2[S:9][CH2:10][CH2:11][N:12]([CH:13]=[O:14])[CH2:17][C:5]=2[CH:4]=1. (4) Given the reactants [CH3:1][NH:2][CH:3]1[CH2:8][CH2:7][CH:6]([NH:9][C:10]2[N:11]=[CH:12][N:13]=[C:14]3[C:21]=2[C:20]2[CH2:19][CH2:18][CH2:17][C:16]=2[S:15]3)[CH2:5][CH2:4]1.Cl[CH2:23][C:24]([N:26]([CH3:28])[CH3:27])=[O:25].C(=O)([O-])[O-].[K+].[K+], predict the reaction product. The product is: [CH3:27][N:26]([CH3:28])[C:24](=[O:25])[CH2:23][N:2]([CH3:1])[CH:3]1[CH2:8][CH2:7][CH:6]([NH:9][C:10]2[N:11]=[CH:12][N:13]=[C:14]3[C:21]=2[C:20]2[CH2:19][CH2:18][CH2:17][C:16]=2[S:15]3)[CH2:5][CH2:4]1. (5) The product is: [CH3:2][O:3][C:4]1[CH:5]=[C:6]2[C:15](=[CH:16][CH:17]=1)[C:10]1[N:11]=[C:12]([NH:14][S:27]([C:24]3[CH:25]=[CH:26][C:21]([CH2:18][CH2:19][CH3:20])=[CH:22][CH:23]=3)(=[O:29])=[O:28])[S:13][C:9]=1[CH2:8][CH2:7]2. Given the reactants Br.[CH3:2][O:3][C:4]1[CH:5]=[C:6]2[C:15](=[CH:16][CH:17]=1)[C:10]1[N:11]=[C:12]([NH2:14])[S:13][C:9]=1[CH2:8][CH2:7]2.[CH2:18]([C:21]1[CH:26]=[CH:25][C:24]([S:27](Cl)(=[O:29])=[O:28])=[CH:23][CH:22]=1)[CH2:19][CH3:20], predict the reaction product. (6) Given the reactants [CH2:1]([N:3]1[CH:12]=[CH:11][C:10]2[C:5](=[CH:6][CH:7]=[C:8]([C:13]3[N:14]=[N:15][N:16]([C:19]4[C:20]([F:25])=[N:21][CH:22]=[CH:23][CH:24]=4)[C:17]=3[CH3:18])[CH:9]=2)[C:4]1=[O:26])[CH3:2].[H][H], predict the reaction product. The product is: [CH2:1]([N:3]1[CH2:12][CH2:11][C:10]2[C:5](=[CH:6][CH:7]=[C:8]([C:13]3[N:14]=[N:15][N:16]([C:19]4[C:20]([F:25])=[N:21][CH:22]=[CH:23][CH:24]=4)[C:17]=3[CH3:18])[CH:9]=2)[C:4]1=[O:26])[CH3:2]. (7) Given the reactants [Cl:1][C:2]1[CH:10]=[C:9]2[C:5]([C:6]([C:15]([N:17]3[CH2:22][CH2:21][CH:20]([C:23]4[C:31]5[O:30][CH2:29][CH2:28][C:27]=5[CH:26]=[CH:25][CH:24]=4)[CH2:19][CH2:18]3)=[O:16])=[CH:7][N:8]2[CH2:11][C:12](O)=[O:13])=[CH:4][CH:3]=1.[NH3:32], predict the reaction product. The product is: [Cl:1][C:2]1[CH:10]=[C:9]2[C:5]([C:6]([C:15]([N:17]3[CH2:22][CH2:21][CH:20]([C:23]4[C:31]5[O:30][CH2:29][CH2:28][C:27]=5[CH:26]=[CH:25][CH:24]=4)[CH2:19][CH2:18]3)=[O:16])=[CH:7][N:8]2[CH2:11][C:12]([NH2:32])=[O:13])=[CH:4][CH:3]=1. (8) The product is: [Cl:72][C:67]1[CH:68]=[CH:69][CH:70]=[CH:71][C:66]=1[C:65]1[C:59]2[O:58][CH:57]([CH2:56][NH2:53])[CH2:61][C:60]=2[CH:62]=[C:63]([F:73])[CH:64]=1. Given the reactants CC1C=CC(S(OCC2CC3C=C(F)C=C(C4C=CC=CC=4Cl)C=3O2)(=O)=O)=CC=1.[N-]=[N+]=[N-].[Na+].N(CC1CC2C=C(Cl)C=C(C3C=CSC=3)C=2O1)=[N+]=[N-].[N:53]([CH2:56][CH:57]1[CH2:61][C:60]2[CH:62]=[C:63]([F:73])[CH:64]=[C:65]([C:66]3[CH:71]=[CH:70][CH:69]=[CH:68][C:67]=3[Cl:72])[C:59]=2[O:58]1)=[N+]=[N-].[N-]=[N+]=[N-].C1(P(C2C=CC=CC=2)C2C=CC=CC=2)C=CC=CC=1, predict the reaction product.